Dataset: Full USPTO retrosynthesis dataset with 1.9M reactions from patents (1976-2016). Task: Predict the reactants needed to synthesize the given product. (1) Given the product [N:62]([C@@H:47]1[C@H:46]([NH:45][C:9]([C:3]2[NH:4][C:5]([CH3:8])=[C:6]([Cl:7])[C:2]=2[Cl:1])=[O:11])[CH2:51][CH2:50][N:49]([C:52]([O:54][CH2:55][C:56]2[CH:61]=[CH:60][CH:59]=[CH:58][CH:57]=2)=[O:53])[CH2:48]1)=[N+:63]=[N-:64], predict the reactants needed to synthesize it. The reactants are: [Cl:1][C:2]1[C:6]([Cl:7])=[C:5]([CH3:8])[NH:4][C:3]=1[C:9]([OH:11])=O.CN(C(ON1N=NC2C=CC=NC1=2)=[N+](C)C)C.F[P-](F)(F)(F)(F)F.CCN(C(C)C)C(C)C.[NH2:45][C@@H:46]1[CH2:51][CH2:50][N:49]([C:52]([O:54][CH2:55][C:56]2[CH:61]=[CH:60][CH:59]=[CH:58][CH:57]=2)=[O:53])[CH2:48][C@@H:47]1[N:62]=[N+:63]=[N-:64].C1C=C2C(C(O)(O)C(=O)C2=CC=1)=O. (2) Given the product [CH3:2][O:3][C:4](=[O:13])[C:5]1[CH:10]=[CH:9][C:8]([CH2:11][NH:12][CH:32]2[CH2:33][CH2:34][C:29]3([CH2:24][CH2:25][CH2:26][CH2:27][CH2:28]3)[CH2:30][CH2:31]2)=[CH:7][CH:6]=1, predict the reactants needed to synthesize it. The reactants are: Cl.[CH3:2][O:3][C:4](=[O:13])[C:5]1[CH:10]=[CH:9][C:8]([CH2:11][NH2:12])=[CH:7][CH:6]=1.C(=O)([O-])[O-].[K+].[K+].C(O)(=O)C.[CH2:24]1[C:29]2([CH2:34][CH2:33][CH2:32][CH2:31][CH2:30]2)[CH2:28][CH2:27][C:26](=O)[CH2:25]1.C(O[BH-](OC(=O)C)OC(=O)C)(=O)C.[Na+]. (3) Given the product [Br:13][C:9]1[CH:8]=[CH:7][C:6]([NH:14][C:15](=[O:17])[CH3:16])=[C:5]2[C:10]=1[CH2:11][CH2:12][N:3]([CH2:1][CH3:2])[CH2:4]2, predict the reactants needed to synthesize it. The reactants are: [CH2:1]([N:3]1[CH2:12][CH2:11][CH:10]2[C:5](=[C:6]([NH2:14])[CH:7]=[CH:8][CH:9]2[Br:13])[CH2:4]1)[CH3:2].[C:15](OC(=O)C)(=[O:17])[CH3:16]. (4) Given the product [O:16]=[C:17]1[C:18]2[C:23](=[CH:22][CH:21]=[CH:20][CH:19]=2)[C:15]([CH:13]2[CH2:14][C:10]3([CH2:11][CH:8]([NH:7][C:6](=[O:25])[O:5][C:1]([CH3:4])([CH3:3])[CH3:2])[CH2:9]3)[CH2:12]2)=[N:34][NH:33]1, predict the reactants needed to synthesize it. The reactants are: [C:1]([O:5][C:6](=[O:25])[NH:7][CH:8]1[CH2:11][C:10]2([CH2:14][C:13](=[C:15]3[C:23]4[C:18](=[CH:19][CH:20]=[CH:21][CH:22]=4)[C:17](=O)[O:16]3)[CH2:12]2)[CH2:9]1)([CH3:4])([CH3:3])[CH3:2].O1CCOCC1.O.[NH2:33][NH2:34]. (5) The reactants are: Cl[C:2]1[N:7]=[C:6]([C:8]#[N:9])[CH:5]=[CH:4][N:3]=1.[Cl:10][C:11]1[CH:16]=[CH:15][C:14]([C@H:17]([NH2:20])[CH2:18][CH3:19])=[C:13]([F:21])[C:12]=1[O:22][C:23]1[CH:28]=[CH:27][CH:26]=[CH:25][CH:24]=1.C(=O)([O-])[O-].[K+].[K+].CN(C)C=O. Given the product [Cl:10][C:11]1[CH:16]=[CH:15][C:14]([C@H:17]([NH:20][C:2]2[N:7]=[C:6]([C:8]#[N:9])[CH:5]=[CH:4][N:3]=2)[CH2:18][CH3:19])=[C:13]([F:21])[C:12]=1[O:22][C:23]1[CH:24]=[CH:25][CH:26]=[CH:27][CH:28]=1, predict the reactants needed to synthesize it. (6) Given the product [F:8][C:7]([F:10])([F:9])[C:4]1[S:3][C:2]([NH:12][S:11]([C:15]2[CH:16]=[C:17]3[C:21](=[CH:22][CH:23]=2)[CH2:20][CH:19]([NH:24][C:25](=[O:27])[CH3:26])[CH2:18]3)(=[O:13])=[O:14])=[N:6][N:5]=1, predict the reactants needed to synthesize it. The reactants are: Cl[C:2]1[S:3][C:4]([C:7]([F:10])([F:9])[F:8])=[N:5][N:6]=1.[S:11]([C:15]1[CH:16]=[C:17]2[C:21](=[CH:22][CH:23]=1)[CH2:20][CH:19]([NH:24][C:25](=[O:27])[CH3:26])[CH2:18]2)(=[O:14])(=[O:13])[NH2:12].C(=O)([O-])[O-].[Cs+].[Cs+].Cl. (7) The reactants are: CO[C:3]([C:5]1[N:6]=[N:7][C:8]([N:11]2[CH2:16][CH2:15][N:14]([C:17](=[O:28])[C:18]3[CH:23]=[CH:22][CH:21]=[CH:20][C:19]=3[C:24]([F:27])([F:26])[F:25])[CH2:13][CH2:12]2)=[CH:9][CH:10]=1)=[O:4].[CH2:29]([NH2:33])[CH:30]([NH2:32])[CH3:31]. Given the product [NH2:32][CH:30]([CH3:31])[CH2:29][NH:33][C:3]([C:5]1[N:6]=[N:7][C:8]([N:11]2[CH2:12][CH2:13][N:14]([C:17](=[O:28])[C:18]3[CH:23]=[CH:22][CH:21]=[CH:20][C:19]=3[C:24]([F:26])([F:25])[F:27])[CH2:15][CH2:16]2)=[CH:9][CH:10]=1)=[O:4], predict the reactants needed to synthesize it. (8) Given the product [Cl:1][C:2]1[C:3]([CH3:12])=[C:4]([S:8]([NH:19][C:20]2[CH:21]=[CH:22][C:23]3[O:27][CH:26]=[C:25]([CH3:28])[C:24]=3[CH:29]=2)(=[O:10])=[O:9])[CH:5]=[CH:6][CH:7]=1, predict the reactants needed to synthesize it. The reactants are: [Cl:1][C:2]1[C:3]([CH3:12])=[C:4]([S:8](Cl)(=[O:10])=[O:9])[CH:5]=[CH:6][CH:7]=1.N1C=CC=CC=1.[NH2:19][C:20]1[CH:21]=[CH:22][C:23]2[O:27][CH:26]=[C:25]([CH3:28])[C:24]=2[CH:29]=1.C([O-])(O)=O.[Na+]. (9) Given the product [Br:3][C:4]1[N:12]=[CH:11][C:10]2[NH:9][C:8]3[N:13]=[CH:14][C:15]([I:1])=[CH:16][C:7]=3[C:6]=2[CH:5]=1, predict the reactants needed to synthesize it. The reactants are: [I:1]Cl.[Br:3][C:4]1[N:12]=[CH:11][C:10]2[NH:9][C:8]3[N:13]=[CH:14][CH:15]=[CH:16][C:7]=3[C:6]=2[CH:5]=1.C([O-])(=O)C.[Na+].S(S([O-])=O)([O-])(=O)=O.[Na+].[Na+]. (10) Given the product [Cl:13][C:14]1[CH:15]=[CH:16][C:17]([N:20]2[CH2:21][CH2:22][CH:23]([C:26]3[C:30]4[C:3]([OH:10])([C:2]([F:1])([F:11])[F:12])[CH2:4][C:5](=[O:7])[NH:31][C:29]=4[NH:28][N:27]=3)[CH2:24][CH2:25]2)=[N:18][CH:19]=1, predict the reactants needed to synthesize it. The reactants are: [F:1][C:2]([F:12])([F:11])[C:3](=[O:10])[CH2:4][C:5]([O:7]CC)=O.[Cl:13][C:14]1[CH:15]=[CH:16][C:17]([N:20]2[CH2:25][CH2:24][CH:23]([C:26]3[CH:30]=[C:29]([NH2:31])[NH:28][N:27]=3)[CH2:22][CH2:21]2)=[N:18][CH:19]=1.C(=O)(O)[O-].[Na+].